Predict the reaction yield, written as a fraction of the theoretical maximum amount of product (1.0 means a 100% yield; for example, 0.34 means a 34% yield). From a dataset of Reaction yield outcomes from USPTO patents with 853,638 reactions. The yield is 0.970. The catalyst is O.C(O)C. The reactants are N.[Cl:2][C:3]1[CH:8]=[C:7]([C:9]([F:12])([F:11])[F:10])[CH:6]=[C:5]([Cl:13])[C:4]=1[NH:14][N:15]=[C:16]([CH2:19][C:20]#[N:21])[C:17]#[N:18]. The product is [NH2:21][C:20]1[N:14]([C:4]2[C:3]([Cl:2])=[CH:8][C:7]([C:9]([F:11])([F:12])[F:10])=[CH:6][C:5]=2[Cl:13])[N:15]=[C:16]([C:17]#[N:18])[CH:19]=1.